From a dataset of NCI-60 drug combinations with 297,098 pairs across 59 cell lines. Regression. Given two drug SMILES strings and cell line genomic features, predict the synergy score measuring deviation from expected non-interaction effect. (1) Drug 1: CC1=CC2C(CCC3(C2CCC3(C(=O)C)OC(=O)C)C)C4(C1=CC(=O)CC4)C. Drug 2: CN(C(=O)NC(C=O)C(C(C(CO)O)O)O)N=O. Cell line: NCI/ADR-RES. Synergy scores: CSS=-5.88, Synergy_ZIP=-0.134, Synergy_Bliss=-4.87, Synergy_Loewe=-5.51, Synergy_HSA=-5.36. (2) Drug 1: CC1=C2C(C(=O)C3(C(CC4C(C3C(C(C2(C)C)(CC1OC(=O)C(C(C5=CC=CC=C5)NC(=O)OC(C)(C)C)O)O)OC(=O)C6=CC=CC=C6)(CO4)OC(=O)C)O)C)O. Drug 2: C1CNP(=O)(OC1)N(CCCl)CCCl. Cell line: SNB-19. Synergy scores: CSS=8.56, Synergy_ZIP=0.644, Synergy_Bliss=3.84, Synergy_Loewe=8.20, Synergy_HSA=2.67. (3) Synergy scores: CSS=28.6, Synergy_ZIP=1.25, Synergy_Bliss=3.62, Synergy_Loewe=-38.3, Synergy_HSA=0.528. Drug 1: C1=NC2=C(N1)C(=S)N=CN2. Drug 2: CN(C(=O)NC(C=O)C(C(C(CO)O)O)O)N=O. Cell line: TK-10. (4) Cell line: MCF7. Synergy scores: CSS=15.6, Synergy_ZIP=5.04, Synergy_Bliss=10.7, Synergy_Loewe=10.9, Synergy_HSA=10.2. Drug 2: CCCCC(=O)OCC(=O)C1(CC(C2=C(C1)C(=C3C(=C2O)C(=O)C4=C(C3=O)C=CC=C4OC)O)OC5CC(C(C(O5)C)O)NC(=O)C(F)(F)F)O. Drug 1: CC(C1=C(C=CC(=C1Cl)F)Cl)OC2=C(N=CC(=C2)C3=CN(N=C3)C4CCNCC4)N.